Dataset: Forward reaction prediction with 1.9M reactions from USPTO patents (1976-2016). Task: Predict the product of the given reaction. (1) Given the reactants Br[C:2]1[C:3](=[O:25])[CH2:4][CH2:5][C:6]2([CH2:17][C:18]3[CH:23]=[CH:22][C:21]([Cl:24])=[CH:20][CH:19]=3)[C:14]=1[C:13]1[C:8](=[CH:9][C:10]([O:15][CH3:16])=[CH:11][CH:12]=1)[CH2:7]2.C([Sn](CCCC)(CCCC)[C:31]1[CH:36]=[CH:35][C:34]([O:37][CH2:38][O:39][CH3:40])=[CH:33][CH:32]=1)CCC, predict the reaction product. The product is: [Cl:24][C:21]1[CH:22]=[CH:23][C:18]([CH2:17][C:6]23[CH2:5][CH2:4][C:3](=[O:25])[C:2]([C:31]4[CH:36]=[CH:35][C:34]([O:37][CH2:38][O:39][CH3:40])=[CH:33][CH:32]=4)=[C:14]2[C:13]2[C:8](=[CH:9][C:10]([O:15][CH3:16])=[CH:11][CH:12]=2)[CH2:7]3)=[CH:19][CH:20]=1. (2) Given the reactants [OH-].[Li+].[CH3:3][O:4][C:5]1[CH:6]=[CH:7][C:8]([C:30]2[CH:35]=[CH:34][CH:33]=[C:32]([C:36]([F:39])([F:38])[F:37])[CH:31]=2)=[C:9]2[C:13]=1[C:12](=[O:14])[C:11]([CH2:19][C:20]1[CH:25]=[CH:24][C:23]([C:26]([O:28]C)=[O:27])=[CH:22][CH:21]=1)(C(OC)=O)[CH2:10]2, predict the reaction product. The product is: [CH3:3][O:4][C:5]1[CH:6]=[CH:7][C:8]([C:30]2[CH:35]=[CH:34][CH:33]=[C:32]([C:36]([F:37])([F:39])[F:38])[CH:31]=2)=[C:9]2[C:13]=1[C:12](=[O:14])[CH:11]([CH2:19][C:20]1[CH:25]=[CH:24][C:23]([C:26]([OH:28])=[O:27])=[CH:22][CH:21]=1)[CH2:10]2. (3) Given the reactants [CH2:1]([O:8][C:9](=[O:21])[C@@H:10]([CH3:20])[N:11]([C:16](=[O:19])[CH:17]=[CH2:18])[O:12][CH2:13]C=C)[C:2]1[CH:7]=[CH:6][CH:5]=[CH:4][CH:3]=1, predict the reaction product. The product is: [CH2:1]([O:8][C:9](=[O:21])[C@H:10]([N:11]1[C:16](=[O:19])[CH:17]=[CH:18][CH2:13][O:12]1)[CH3:20])[C:2]1[CH:3]=[CH:4][CH:5]=[CH:6][CH:7]=1. (4) Given the reactants [Br:1][C:2]1[CH:3]=[CH:4][C:5]([NH:12][C:13]2[CH:18]=[CH:17][CH:16]=[CH:15][CH:14]=2)=[C:6]([CH:11]=1)[NH:7][C:8](=O)[CH3:9], predict the reaction product. The product is: [Br:1][C:2]1[CH:3]=[CH:4][C:5]2[N:12]([C:13]3[CH:18]=[CH:17][CH:16]=[CH:15][CH:14]=3)[C:8]([CH3:9])=[N:7][C:6]=2[CH:11]=1. (5) Given the reactants [CH3:1][N:2]([CH3:22])[C:3]1[CH:8]=[CH:7][C:6]([C:9]2[C:17]3[C:12](=[CH:13][CH:14]=[CH:15][CH:16]=3)[NH:11][C:10]=2[C:18]([NH:20][NH2:21])=[O:19])=[CH:5][CH:4]=1.[Br:23][C:24]1[CH:31]=[CH:30][C:27]([CH:28]=O)=[CH:26][CH:25]=1, predict the reaction product. The product is: [Br:23][C:24]1[CH:31]=[CH:30][C:27]([CH:28]=[N:21][NH:20][C:18]([C:10]2[NH:11][C:12]3[C:17]([C:9]=2[C:6]2[CH:5]=[CH:4][C:3]([N:2]([CH3:22])[CH3:1])=[CH:8][CH:7]=2)=[CH:16][CH:15]=[CH:14][CH:13]=3)=[O:19])=[CH:26][CH:25]=1. (6) Given the reactants CS(O[C@H:6]([CH2:11][CH2:12][CH2:13][CH2:14][CH2:15][CH2:16][CH2:17][CH2:18][CH2:19][CH2:20][CH2:21][CH2:22][CH3:23])[CH2:7][C:8]([NH2:10])=[O:9])(=O)=O.[N-:24]=[N+:25]=[N-:26].[Na+], predict the reaction product. The product is: [N:24]([C@@H:6]([CH2:11][CH2:12][CH2:13][CH2:14][CH2:15][CH2:16][CH2:17][CH2:18][CH2:19][CH2:20][CH2:21][CH2:22][CH3:23])[CH2:7][C:8]([NH2:10])=[O:9])=[N+:25]=[N-:26]. (7) Given the reactants [Cl:1][C:2]1[CH:3]=[C:4]([I:9])[C:5]([NH2:8])=[N:6][CH:7]=1.CO[CH:12](OC)[N:13](C)C.N1C=CC=CC=1.NOS(O)(=O)=O, predict the reaction product. The product is: [Cl:1][C:2]1[CH:3]=[C:4]([I:9])[C:5]2[N:6]([N:13]=[CH:12][N:8]=2)[CH:7]=1. (8) Given the reactants O(C([NH:8][C@@H:9]([C@H:18]([C:20]1[CH:25]=[CH:24][C:23]([F:26])=[CH:22][CH:21]=1)[CH3:19])[C:10]([N:12]1[CH2:16][CH2:15][C@H:14]([F:17])[CH2:13]1)=[O:11])=O)C(C)(C)C.[F:27][C:28]([F:33])([F:32])[C:29]([OH:31])=[O:30], predict the reaction product. The product is: [F:27][C:28]([F:33])([F:32])[C:29]([OH:31])=[O:30].[NH2:8][C@@H:9]([C@H:18]([C:20]1[CH:21]=[CH:22][C:23]([F:26])=[CH:24][CH:25]=1)[CH3:19])[C:10]([N:12]1[CH2:16][CH2:15][C@H:14]([F:17])[CH2:13]1)=[O:11]. (9) Given the reactants [O-]CC.[Na+].[Cl:5][C:6]1[C:7]([NH:12][NH2:13])=[N:8][CH:9]=[CH:10][CH:11]=1.[C:14](OCC)(=[O:22])/[CH:15]=[CH:16]\[C:17]([O:19][CH2:20][CH3:21])=[O:18].C(O)(=O)C, predict the reaction product. The product is: [Cl:5][C:6]1[C:7]([N:12]2[CH:16]([C:17]([O:19][CH2:20][CH3:21])=[O:18])[CH2:15][C:14](=[O:22])[NH:13]2)=[N:8][CH:9]=[CH:10][CH:11]=1. (10) Given the reactants [CH2:1]([O:8][C:9]1[N:14]=[CH:13][C:12]([C:15]2[CH:20]=[CH:19][C:18]([CH2:21][C:22]([NH:24][C:25]3[CH:30]=[CH:29][C:28]([CH2:31][C:32]([CH3:43])([CH3:42])[CH2:33][O:34][Si](C(C)(C)C)(C)C)=[C:27]([C:44]([F:47])([F:46])[F:45])[CH:26]=3)=[O:23])=[CH:17][C:16]=2[F:48])=[C:11]([O:49][CH2:50][CH3:51])[CH:10]=1)[C:2]1[CH:7]=[CH:6][CH:5]=[CH:4][CH:3]=1.C(O)(C(F)(F)F)=O, predict the reaction product. The product is: [CH2:1]([O:8][C:9]1[N:14]=[CH:13][C:12]([C:15]2[CH:20]=[CH:19][C:18]([CH2:21][C:22]([NH:24][C:25]3[CH:30]=[CH:29][C:28]([CH2:31][C:32]([CH3:43])([CH3:42])[CH2:33][OH:34])=[C:27]([C:44]([F:45])([F:47])[F:46])[CH:26]=3)=[O:23])=[CH:17][C:16]=2[F:48])=[C:11]([O:49][CH2:50][CH3:51])[CH:10]=1)[C:2]1[CH:3]=[CH:4][CH:5]=[CH:6][CH:7]=1.